Dataset: Forward reaction prediction with 1.9M reactions from USPTO patents (1976-2016). Task: Predict the product of the given reaction. Given the reactants [Br:1][C:2]1[CH:3]=[C:4]([CH:9]=[C:10]([OH:12])[CH:11]=1)[C:5]([O:7][CH3:8])=[O:6].[CH2:13]([S:15]([C:18]1[CH:23]=[CH:22][C:21](F)=[C:20]([Cl:25])[CH:19]=1)(=[O:17])=[O:16])[CH3:14], predict the reaction product. The product is: [Br:1][C:2]1[CH:3]=[C:4]([CH:9]=[C:10]([O:12][C:21]2[CH:22]=[CH:23][C:18]([S:15]([CH2:13][CH3:14])(=[O:17])=[O:16])=[CH:19][C:20]=2[Cl:25])[CH:11]=1)[C:5]([O:7][CH3:8])=[O:6].